This data is from KCNQ2 potassium channel screen with 302,405 compounds. The task is: Binary Classification. Given a drug SMILES string, predict its activity (active/inactive) in a high-throughput screening assay against a specified biological target. (1) The drug is S(\C(c1[nH]c2CCCCc2c1)=C(/C(=O)N)C#N)CCCC. The result is 1 (active). (2) The molecule is S(=O)(=O)(N)c1cc(NC(=O)COC(=O)CCCc2c3c([nH]c2)cccc3)ccc1. The result is 0 (inactive).